This data is from Catalyst prediction with 721,799 reactions and 888 catalyst types from USPTO. The task is: Predict which catalyst facilitates the given reaction. (1) Reactant: [F-].[Cs+].Cl.[F:4][CH2:5][C@@H:6]1[CH2:10][CH2:9][CH2:8][NH:7]1.Br[C:12]1[N:20]([CH2:21][C@H:22]2[CH2:27][CH2:26][C@H:25]([CH3:28])[CH2:24][CH2:23]2)[C:19]2[C:14](=[N:15][C:16]([C:36]3[NH:40][C:39](=[O:41])[O:38][N:37]=3)=[N:17][C:18]=2[NH:29][C@@H:30]([CH:32]2[CH2:35][CH2:34][CH2:33]2)[CH3:31])[N:13]=1. Product: [CH:32]1([C@H:30]([NH:29][C:18]2[N:17]=[C:16]([C:36]3[NH:40][C:39](=[O:41])[O:38][N:37]=3)[N:15]=[C:14]3[C:19]=2[N:20]([CH2:21][C@H:22]2[CH2:23][CH2:24][C@H:25]([CH3:28])[CH2:26][CH2:27]2)[C:12]([N:7]2[CH2:8][CH2:9][CH2:10][C@H:6]2[CH2:5][F:4])=[N:13]3)[CH3:31])[CH2:35][CH2:34][CH2:33]1. The catalyst class is: 16. (2) Reactant: [C:1]1([C:7](=[N:14][CH:15]([CH2:18][CH:19]([F:21])[F:20])[C:16]#[N:17])[C:8]2[CH:13]=[CH:12][CH:11]=[CH:10][CH:9]=2)[CH:6]=[CH:5][CH:4]=[CH:3][CH:2]=1.[CH2:22]([Li])CCC.IC. Product: [C:1]1([C:7](=[N:14][C:15]([CH3:22])([CH2:18][CH:19]([F:20])[F:21])[C:16]#[N:17])[C:8]2[CH:13]=[CH:12][CH:11]=[CH:10][CH:9]=2)[CH:6]=[CH:5][CH:4]=[CH:3][CH:2]=1. The catalyst class is: 1. (3) Reactant: [CH:1]1[C:6](O)=CC=C(S(O)(=O)=O)[CH:2]=1.[C:12]([OH:29])(=[O:28])[CH2:13][CH2:14][CH2:15][CH2:16][CH2:17][CH2:18][CH2:19][CH2:20][CH2:21][CH2:22][CH2:23][CH2:24][CH2:25][CH2:26][CH3:27].CO. Product: [CH3:1][O:28][C:12](=[O:29])[CH2:13][CH2:14][CH2:15][CH2:16][CH2:17][CH2:18][CH2:19][CH2:20][CH2:21][CH2:22][CH2:23][CH2:24][CH2:25][CH2:26][CH3:27].[CH:1]([O:28][C:12](=[O:29])[CH2:13][CH2:14][CH2:15][CH2:16][CH2:17][CH2:18][CH2:19][CH2:20][CH2:21][CH2:22][CH2:23][CH2:24][CH2:25][CH2:26][CH3:27])([CH3:6])[CH3:2]. The catalyst class is: 41. (4) Reactant: Cl[C:2]1C(OC)=CC(NC2C3C(=CC4C=C(OCCCl)C(OC)=CC=4C=3)N=CC=2C#N)=C(C)C=1.[Cl:34][C:35]1[C:63]([O:64][CH3:65])=[CH:62][C:38]([NH:39][C:40]2[C:49]3[C:44](=[CH:45][C:46]4[CH:53]=[C:52]([O:54][CH3:55])[C:51]([O:56][CH2:57]CCl)=[CH:50][C:47]=4[CH:48]=3)[N:43]=[CH:42][C:41]=2[C:60]#[N:61])=[C:37]([CH3:66])[CH:36]=1.[CH3:67][N:68]1[CH2:73][CH2:72][NH:71][CH2:70][CH2:69]1.[I-].[Na+]. Product: [Cl:34][C:35]1[C:63]([O:64][CH3:65])=[CH:62][C:38]([NH:39][C:40]2[C:49]3[C:44](=[CH:45][C:46]4[CH:53]=[C:52]([O:54][CH2:55][CH2:67][N:68]5[CH2:73][CH2:72][N:71]([CH3:2])[CH2:70][CH2:69]5)[C:51]([O:56][CH3:57])=[CH:50][C:47]=4[CH:48]=3)[N:43]=[CH:42][C:41]=2[C:60]#[N:61])=[C:37]([CH3:66])[CH:36]=1. The catalyst class is: 57.